Predict the product of the given reaction. From a dataset of Forward reaction prediction with 1.9M reactions from USPTO patents (1976-2016). (1) Given the reactants [Cl:1][C:2]1[CH:3]=[CH:4][C:5]2[O:10][CH:9]([CH:11]([CH3:13])[CH3:12])[C:8](=[O:14])[NH:7][C:6]=2[CH:15]=1.C(=O)([O-])[O-].[K+].[K+].[C:22]([O:26][CH3:27])(=[O:25])[CH:23]=[CH2:24].C(OCC)(=O)C, predict the reaction product. The product is: [CH3:27][O:26][C:22](=[O:25])[CH2:23][CH2:24][N:7]1[C:6]2[CH:15]=[C:2]([Cl:1])[CH:3]=[CH:4][C:5]=2[O:10][CH:9]([CH:11]([CH3:13])[CH3:12])[C:8]1=[O:14]. (2) The product is: [C:1]([O:4][CH2:5][C:6]1[C:14]([CH2:15][C@@H:16]([CH2:22][C:23]([O:25][CH2:26][CH3:27])=[O:24])[C:17]([O:19][CH2:20][CH3:21])=[O:18])=[CH:13][C:12]([Cl:28])=[C:11]2[C:7]=1[C:8]([Cl:29])=[N:9][NH:10]2)(=[O:3])[CH3:2]. Given the reactants [C:1]([O:4][CH2:5][C:6]1[C:14]([CH2:15][C@@H:16]([CH2:22][C:23]([O:25][CH2:26][CH3:27])=[O:24])[C:17]([O:19][CH2:20][CH3:21])=[O:18])=[CH:13][C:12]([Cl:28])=[C:11]2[C:7]=1[CH:8]=[N:9][NH:10]2)(=[O:3])[CH3:2].[Cl:29]N1C(=O)CCC1=O, predict the reaction product.